The task is: Predict the product of the given reaction.. This data is from Forward reaction prediction with 1.9M reactions from USPTO patents (1976-2016). (1) Given the reactants [NH:1]1[CH:5]=[C:4]([C:6]2[CH:22]=[CH:21][C:9]3[C:10]4[N:11]=[C:12]([C:18](O)=[O:19])[S:13][C:14]=4[CH2:15][CH2:16][O:17][C:8]=3[CH:7]=2)[CH:3]=[N:2]1.[CH3:23][O:24][CH2:25][CH2:26][NH:27][CH3:28], predict the reaction product. The product is: [CH3:23][O:24][CH2:25][CH2:26][N:27]([CH3:28])[C:18]([C:12]1[S:13][C:14]2[CH2:15][CH2:16][O:17][C:8]3[CH:7]=[C:6]([C:4]4[CH:3]=[N:2][NH:1][CH:5]=4)[CH:22]=[CH:21][C:9]=3[C:10]=2[N:11]=1)=[O:19]. (2) Given the reactants Cl[C:2]1[N:3]=[C:4]([N:15]2[CH2:20][CH2:19][O:18][CH2:17][CH2:16]2)[C:5]2[CH2:6][C@H:7]3[N:12]([C:13]=2[N:14]=1)[CH2:11][CH2:10][O:9][CH2:8]3.CC1(C)C(C)(C)OB([C:29]2[CH:30]=[N:31][C:32]([NH2:35])=[N:33][CH:34]=2)O1.[O-]P([O-])([O-])=O.[K+].[K+].[K+].O1CCOCC1, predict the reaction product. The product is: [O:18]1[CH2:19][CH2:20][N:15]([C:4]2[C:5]3[CH2:6][C@H:7]4[N:12]([C:13]=3[N:14]=[C:2]([C:29]3[CH:30]=[N:31][C:32]([NH2:35])=[N:33][CH:34]=3)[N:3]=2)[CH2:11][CH2:10][O:9][CH2:8]4)[CH2:16][CH2:17]1. (3) Given the reactants Br[C:2]1[CH:10]=[C:9]2[C:5]([C:6]([O:17][CH3:18])=[N:7][N:8]2[C:11]2[CH:16]=[CH:15][CH:14]=[CH:13][CH:12]=2)=[CH:4][CH:3]=1.C(OC([N:26]1[CH2:29][CH:28]([N:30]2[CH2:35][CH2:34][NH:33][CH2:32][CH2:31]2)[CH2:27]1)=O)(C)(C)C.[ClH:36], predict the reaction product. The product is: [ClH:36].[NH:26]1[CH2:29][CH:28]([N:30]2[CH2:35][CH2:34][N:33]([C:2]3[CH:10]=[C:9]4[C:5]([C:6]([O:17][CH3:18])=[N:7][N:8]4[C:11]4[CH:16]=[CH:15][CH:14]=[CH:13][CH:12]=4)=[CH:4][CH:3]=3)[CH2:32][CH2:31]2)[CH2:27]1. (4) Given the reactants [Cl:1][C:2]1[CH:3]=[C:4]2[C:9](=[CH:10][CH:11]=1)[C:8](=[O:12])[N:7]([C:13]1[CH:14]=[N:15][CH:16]=[C:17]([CH2:19]Cl)[CH:18]=1)[CH2:6][CH2:5]2.C([O-])([O-])=O.[Na+].[Na+].[CH3:27][C:28]1[C:32](B(O)O)=[C:31]([CH3:36])[O:30][N:29]=1.O, predict the reaction product. The product is: [Cl:1][C:2]1[CH:3]=[C:4]2[C:9](=[CH:10][CH:11]=1)[C:8](=[O:12])[N:7]([C:13]1[CH:14]=[N:15][CH:16]=[C:17]([CH2:19][C:32]3[C:28]([CH3:27])=[N:29][O:30][C:31]=3[CH3:36])[CH:18]=1)[CH2:6][CH2:5]2.